Dataset: Catalyst prediction with 721,799 reactions and 888 catalyst types from USPTO. Task: Predict which catalyst facilitates the given reaction. Reactant: Cl.[NH:2]1[CH2:6][CH2:5][C@H:4]([N:7]2[C:11]3=[C:12]4[S:18][CH:17]=[CH:16][C:13]4=[N:14][CH:15]=[C:10]3[N:9]=[C:8]2[C@H:19]([OH:21])[CH3:20])[CH2:3]1.C(N(CC)C(C)C)(C)C.[C:31](#[N:35])[CH2:32][CH2:33][CH3:34]. Product: [OH:21][C@@H:19]([C:8]1[N:7]([C@H:4]2[CH2:5][CH2:6][N:2]([CH2:34][CH2:33][CH2:32][C:31]#[N:35])[CH2:3]2)[C:11]2=[C:12]3[S:18][CH:17]=[CH:16][C:13]3=[N:14][CH:15]=[C:10]2[N:9]=1)[CH3:20]. The catalyst class is: 10.